The task is: Predict which catalyst facilitates the given reaction.. This data is from Catalyst prediction with 721,799 reactions and 888 catalyst types from USPTO. (1) Reactant: [CH:1]([C:3]1[CH:8]=[CH:7][C:6]([C:9]2[C:10]3[N:11]([N:15]=[C:16]([NH:18][C:19]([CH:21]4[CH2:23][CH2:22]4)=[O:20])[CH:17]=3)[CH:12]=[CH:13][CH:14]=2)=[CH:5][CH:4]=1)=O.[CH3:24][C@H:25]1[NH:30][CH2:29][CH2:28][N:27]([C:31]([O:33][C:34]([CH3:37])([CH3:36])[CH3:35])=[O:32])[CH2:26]1.C(O)(=O)C. Product: [CH:21]1([C:19]([NH:18][C:16]2[CH:17]=[C:10]3[C:9]([C:6]4[CH:5]=[CH:4][C:3]([CH2:1][N:30]5[CH2:29][CH2:28][N:27]([C:31]([O:33][C:34]([CH3:36])([CH3:35])[CH3:37])=[O:32])[CH2:26][C@H:25]5[CH3:24])=[CH:8][CH:7]=4)=[CH:14][CH:13]=[CH:12][N:11]3[N:15]=2)=[O:20])[CH2:23][CH2:22]1. The catalyst class is: 2. (2) Reactant: [NH2:1][C:2]1[CH:12]=[CH:11][C:10]([CH:13]2[CH2:18][CH2:17][CH:16]([O:19][Si](C(C)(C)C)(C)C)[CH2:15][CH2:14]2)=[CH:9][C:3]=1[C:4]([N:6]([CH3:8])[CH3:7])=[O:5].[F-].C([N+](CCCC)(CCCC)CCCC)CCC. Product: [NH2:1][C:2]1[CH:12]=[CH:11][C:10]([CH:13]2[CH2:18][CH2:17][CH:16]([OH:19])[CH2:15][CH2:14]2)=[CH:9][C:3]=1[C:4]([N:6]([CH3:8])[CH3:7])=[O:5]. The catalyst class is: 1. (3) Reactant: [O-][N+:2]1[CH:7]=[CH:6][CH:5]=[C:4]([CH2:8][CH2:9][NH:10][C:11](=[O:17])[O:12][C:13]([CH3:16])([CH3:15])[CH3:14])[CH:3]=1.C(N(CC)[C:21](Cl)=[O:22])C.C(N([CH2:31][CH3:32])CC)C.CO[C:35]1[CH:36]=[C:37]([SH:41])[CH:38]=CC=1. Product: [CH3:21][O:22][C:32]1[CH:31]=[CH:38][C:37]([S:41][C:7]2[N:2]=[CH:3][C:4]([CH2:8][CH2:9][NH:10][C:11](=[O:17])[O:12][C:13]([CH3:16])([CH3:15])[CH3:14])=[CH:5][CH:6]=2)=[CH:36][CH:35]=1. The catalyst class is: 11. (4) Reactant: C([O:3][C:4]([C:6]1[CH:7]=[N:8][C:9]2[C:14]([C:15]=1[N:16]([CH2:21][CH:22]1[CH2:24][CH2:23]1)[CH2:17][CH:18]1[CH2:20][CH2:19]1)=[CH:13][CH:12]=[CH:11][CH:10]=2)=O)C.CC(C[AlH]CC(C)C)C.C(C(C(C([O-])=O)O)O)([O-])=O.[Na+].[K+]. Product: [CH:22]1([CH2:21][N:16]([CH2:17][CH:18]2[CH2:19][CH2:20]2)[C:15]2[C:14]3[C:9](=[CH:10][CH:11]=[CH:12][CH:13]=3)[N:8]=[CH:7][C:6]=2[CH2:4][OH:3])[CH2:24][CH2:23]1. The catalyst class is: 2. (5) Reactant: [N+:1]([C:4]1[CH:20]=[CH:19][C:7]([C:8]([NH:10][C:11]([CH2:14][C:15]([CH3:18])([CH3:17])[CH3:16])([CH3:13])[CH3:12])=[O:9])=[CH:6][CH:5]=1)([O-])=O.[H][H]. Product: [NH2:1][C:4]1[CH:20]=[CH:19][C:7]([C:8]([NH:10][C:11]([CH2:14][C:15]([CH3:18])([CH3:17])[CH3:16])([CH3:12])[CH3:13])=[O:9])=[CH:6][CH:5]=1. The catalyst class is: 78. (6) Reactant: [F:1][C:2]1[CH:7]=[CH:6][C:5]([CH2:8][NH:9][C:10](=[O:15])[C:11]([F:14])([F:13])[F:12])=[CH:4][C:3]=1[CH:16]1[CH2:21][CH2:20][N:19]([C:22]([C:24]2[C:32]3[C:31]([C:33]([OH:35])=[O:34])=[CH:30][CH:29]=[CH:28][C:27]=3[N:26]([CH2:36][CH2:37][O:38][CH3:39])[CH:25]=2)=[O:23])[CH2:18][CH2:17]1.C([O-])([O-])=[O:41].[K+].[K+]. Product: [F:12][C:11]([F:14])([F:13])[C:10]([OH:15])=[O:41].[NH2:9][CH2:8][C:5]1[CH:6]=[CH:7][C:2]([F:1])=[C:3]([CH:16]2[CH2:17][CH2:18][N:19]([C:22]([C:24]3[C:32]4[C:31]([C:33]([OH:35])=[O:34])=[CH:30][CH:29]=[CH:28][C:27]=4[N:26]([CH2:36][CH2:37][O:38][CH3:39])[CH:25]=3)=[O:23])[CH2:20][CH2:21]2)[CH:4]=1. The catalyst class is: 5.